Task: Predict the reaction yield, written as a fraction of the theoretical maximum amount of product (1.0 means a 100% yield; for example, 0.34 means a 34% yield).. Dataset: Reaction yield outcomes from USPTO patents with 853,638 reactions (1) The catalyst is CO.O.[Fe]. The reactants are [N+:1]([C:4]1[CH:16]=[CH:15][C:7]2[N:8]=[C:9]([C:11]([O:13][CH3:14])=[O:12])[S:10][C:6]=2[CH:5]=1)([O-])=O.[NH4+].[Cl-]. The yield is 0.670. The product is [NH2:1][C:4]1[CH:16]=[CH:15][C:7]2[N:8]=[C:9]([C:11]([O:13][CH3:14])=[O:12])[S:10][C:6]=2[CH:5]=1. (2) The reactants are [Cl:1][C:2]1[C:9]([CH3:10])=[C:8](I)[CH:7]=[CH:6][C:3]=1[C:4]#[N:5].[OH:12][C@:13]1([CH3:20])[C@H:17]([CH3:18])[NH:16][C:15](=[O:19])[CH2:14]1.C1(P(C2C=CC=CC=2)C2C3OC4C(=CC=CC=4P(C4C=CC=CC=4)C4C=CC=CC=4)C(C)(C)C=3C=CC=2)C=CC=CC=1.C(=O)([O-])[O-].[Cs+].[Cs+]. The catalyst is O1CCOCC1.C1C=CC(/C=C/C(/C=C/C2C=CC=CC=2)=O)=CC=1.C1C=CC(/C=C/C(/C=C/C2C=CC=CC=2)=O)=CC=1.C1C=CC(/C=C/C(/C=C/C2C=CC=CC=2)=O)=CC=1.[Pd].[Pd]. The product is [Cl:1][C:2]1[C:9]([CH3:10])=[C:8]([N:16]2[C:15](=[O:19])[CH2:14][C@@:13]([OH:12])([CH3:20])[C@@H:17]2[CH3:18])[CH:7]=[CH:6][C:3]=1[C:4]#[N:5]. The yield is 0.560.